From a dataset of NCI-60 drug combinations with 297,098 pairs across 59 cell lines. Regression. Given two drug SMILES strings and cell line genomic features, predict the synergy score measuring deviation from expected non-interaction effect. (1) Cell line: SR. Drug 2: C1CC(=O)NC(=O)C1N2C(=O)C3=CC=CC=C3C2=O. Synergy scores: CSS=-7.39, Synergy_ZIP=1.19, Synergy_Bliss=-3.78, Synergy_Loewe=-3.93, Synergy_HSA=-4.69. Drug 1: CN1CCC(CC1)COC2=C(C=C3C(=C2)N=CN=C3NC4=C(C=C(C=C4)Br)F)OC. (2) Drug 1: CC1=C2C(C(=O)C3(C(CC4C(C3C(C(C2(C)C)(CC1OC(=O)C(C(C5=CC=CC=C5)NC(=O)OC(C)(C)C)O)O)OC(=O)C6=CC=CC=C6)(CO4)OC(=O)C)O)C)O. Drug 2: N.N.Cl[Pt+2]Cl. Cell line: NCI-H460. Synergy scores: CSS=53.7, Synergy_ZIP=5.18, Synergy_Bliss=4.66, Synergy_Loewe=4.31, Synergy_HSA=4.48. (3) Drug 1: CC1CCC2CC(C(=CC=CC=CC(CC(C(=O)C(C(C(=CC(C(=O)CC(OC(=O)C3CCCCN3C(=O)C(=O)C1(O2)O)C(C)CC4CCC(C(C4)OC)O)C)C)O)OC)C)C)C)OC. Drug 2: C1=NNC2=C1C(=O)NC=N2. Cell line: T-47D. Synergy scores: CSS=16.0, Synergy_ZIP=-5.66, Synergy_Bliss=1.49, Synergy_Loewe=-23.4, Synergy_HSA=-1.69. (4) Drug 1: CC1CCC2CC(C(=CC=CC=CC(CC(C(=O)C(C(C(=CC(C(=O)CC(OC(=O)C3CCCCN3C(=O)C(=O)C1(O2)O)C(C)CC4CCC(C(C4)OC)OCCO)C)C)O)OC)C)C)C)OC. Drug 2: C#CCC(CC1=CN=C2C(=N1)C(=NC(=N2)N)N)C3=CC=C(C=C3)C(=O)NC(CCC(=O)O)C(=O)O. Cell line: OVCAR3. Synergy scores: CSS=44.2, Synergy_ZIP=5.02, Synergy_Bliss=0.276, Synergy_Loewe=-25.3, Synergy_HSA=-0.242. (5) Drug 1: CS(=O)(=O)CCNCC1=CC=C(O1)C2=CC3=C(C=C2)N=CN=C3NC4=CC(=C(C=C4)OCC5=CC(=CC=C5)F)Cl. Drug 2: CCN(CC)CCNC(=O)C1=C(NC(=C1C)C=C2C3=C(C=CC(=C3)F)NC2=O)C. Cell line: SK-MEL-28. Synergy scores: CSS=-22.6, Synergy_ZIP=10.5, Synergy_Bliss=2.59, Synergy_Loewe=-24.4, Synergy_HSA=-25.6. (6) Cell line: HOP-92. Drug 2: CC1=C(C(=O)C2=C(C1=O)N3CC4C(C3(C2COC(=O)N)OC)N4)N. Drug 1: CC1C(C(CC(O1)OC2CC(CC3=C2C(=C4C(=C3O)C(=O)C5=C(C4=O)C(=CC=C5)OC)O)(C(=O)C)O)N)O.Cl. Synergy scores: CSS=19.5, Synergy_ZIP=-2.25, Synergy_Bliss=5.98, Synergy_Loewe=-0.639, Synergy_HSA=4.93. (7) Drug 1: CCC1=C2CN3C(=CC4=C(C3=O)COC(=O)C4(CC)O)C2=NC5=C1C=C(C=C5)O. Drug 2: C1=CN(C=N1)CC(O)(P(=O)(O)O)P(=O)(O)O. Cell line: HCC-2998. Synergy scores: CSS=12.3, Synergy_ZIP=-4.95, Synergy_Bliss=-3.32, Synergy_Loewe=-8.05, Synergy_HSA=-0.712. (8) Drug 1: C1CCC(CC1)NC(=O)N(CCCl)N=O. Drug 2: CC1CCC2CC(C(=CC=CC=CC(CC(C(=O)C(C(C(=CC(C(=O)CC(OC(=O)C3CCCCN3C(=O)C(=O)C1(O2)O)C(C)CC4CCC(C(C4)OC)OCCO)C)C)O)OC)C)C)C)OC. Cell line: KM12. Synergy scores: CSS=16.3, Synergy_ZIP=-10.3, Synergy_Bliss=-14.3, Synergy_Loewe=-10.3, Synergy_HSA=-9.76. (9) Drug 1: COC1=CC(=CC(=C1O)OC)C2C3C(COC3=O)C(C4=CC5=C(C=C24)OCO5)OC6C(C(C7C(O6)COC(O7)C8=CC=CS8)O)O. Drug 2: CC1=C(C=C(C=C1)NC(=O)C2=CC=C(C=C2)CN3CCN(CC3)C)NC4=NC=CC(=N4)C5=CN=CC=C5. Cell line: MDA-MB-231. Synergy scores: CSS=39.7, Synergy_ZIP=4.18, Synergy_Bliss=6.52, Synergy_Loewe=-11.2, Synergy_HSA=7.51. (10) Drug 1: C1=CC(=CC=C1C#N)C(C2=CC=C(C=C2)C#N)N3C=NC=N3. Drug 2: CN(CCCl)CCCl.Cl. Cell line: OVCAR-4. Synergy scores: CSS=4.98, Synergy_ZIP=-0.398, Synergy_Bliss=3.16, Synergy_Loewe=-0.549, Synergy_HSA=-0.820.